This data is from Catalyst prediction with 721,799 reactions and 888 catalyst types from USPTO. The task is: Predict which catalyst facilitates the given reaction. (1) Reactant: [CH3:1][O:2][C:3]1[C:8]2[N:9]=[C:10]([NH2:12])[O:11][C:7]=2[C:6]([C:13]2[CH:18]=[CH:17][CH:16]=[CH:15][CH:14]=2)=[CH:5][CH:4]=1.C(N(CC)CC)C.[F:26][C:27]1[CH:35]=[CH:34][C:30]([C:31](Cl)=[O:32])=[CH:29][CH:28]=1. Product: [F:26][C:27]1[CH:35]=[CH:34][C:30]([C:31]([NH:12][C:10]2[O:11][C:7]3[C:6]([C:13]4[CH:14]=[CH:15][CH:16]=[CH:17][CH:18]=4)=[CH:5][CH:4]=[C:3]([O:2][CH3:1])[C:8]=3[N:9]=2)=[O:32])=[CH:29][CH:28]=1. The catalyst class is: 251. (2) Reactant: [C:1]([C:9]1[CH:14]=[CH:13][N:12]=[CH:11][CH:10]=1)(=[O:8])[C:2]1[CH:7]=[CH:6][CH:5]=[CH:4][CH:3]=1. Product: [C:2]1([CH:1]([CH:9]2[CH2:14][CH2:13][NH:12][CH2:11][CH2:10]2)[OH:8])[CH:3]=[CH:4][CH:5]=[CH:6][CH:7]=1. The catalyst class is: 212. (3) Reactant: [CH3:1][C:2]1[NH:7][C:6]([CH3:8])=[C:5]([C:9]([O:11][C:12]([CH2:15][N:16]([CH2:18][CH2:19][CH:20]([C:27]2[CH:28]=[CH:29][CH:30]=[CH:31][CH:32]=2)[C:21]2[CH:22]=[CH:23][CH:24]=[CH:25][CH:26]=2)[CH3:17])([CH3:14])[CH3:13])=[O:10])[CH:4]([C:33]2[CH:34]=[CH:35][CH:36]=[C:37]([N+:39]([O-:41])=[O:40])[CH:38]=2)[C:3]=1[C:42]([O:44][CH3:45])=[O:43].[ClH:46].CO.B([O-])([O-])[O-].[Na+].[Na+].[Na+]. Product: [CH3:1][C:2]1[NH:7][C:6]([CH3:8])=[C:5]([C:9]([O:11][C:12]([CH2:15][N:16]([CH2:18][CH2:19][CH:20]([C:21]2[CH:22]=[CH:23][CH:24]=[CH:25][CH:26]=2)[C:27]2[CH:28]=[CH:29][CH:30]=[CH:31][CH:32]=2)[CH3:17])([CH3:13])[CH3:14])=[O:10])[CH:4]([C:33]2[CH:34]=[CH:35][CH:36]=[C:37]([N+:39]([O-:41])=[O:40])[CH:38]=2)[C:3]=1[C:42]([O:44][CH3:45])=[O:43].[ClH:46].[CH3:1][C:2]1[NH:7][C:6]([CH3:8])=[C:5]([C:9]([O:11][C:12]([CH2:15][N:16]([CH2:18][CH2:19][CH:20]([C:21]2[CH:22]=[CH:23][CH:24]=[CH:25][CH:26]=2)[C:27]2[CH:28]=[CH:29][CH:30]=[CH:31][CH:32]=2)[CH3:17])([CH3:13])[CH3:14])=[O:10])[CH:4]([C:33]2[CH:34]=[CH:35][CH:36]=[C:37]([N+:39]([O-:41])=[O:40])[CH:38]=2)[C:3]=1[C:42]([O:44][CH3:45])=[O:43]. The catalyst class is: 6. (4) Reactant: [CH2:1]([O:5][C:6]1[CH:16]=[CH:15][C:9]([C:10]([O:12]CC)=[O:11])=[CH:8][CH:7]=1)[CH2:2][CH2:3][CH3:4].[OH-].[Na+].Cl. Product: [CH2:1]([O:5][C:6]1[CH:16]=[CH:15][C:9]([C:10]([OH:12])=[O:11])=[CH:8][CH:7]=1)[CH2:2][CH2:3][CH3:4]. The catalyst class is: 88. (5) Reactant: [CH2:1]([C:4]1[CH:5]=[C:6]([NH:12][C:13](=[O:16])[CH2:14][CH3:15])[CH:7]=[CH:8][C:9]=1[O:10][CH3:11])[CH:2]=[CH2:3].[H-].[Na+].I[CH3:20]. Product: [CH2:1]([C:4]1[CH:5]=[C:6]([N:12]([CH3:20])[C:13](=[O:16])[CH2:14][CH3:15])[CH:7]=[CH:8][C:9]=1[O:10][CH3:11])[CH:2]=[CH2:3]. The catalyst class is: 42. (6) Reactant: [NH:1]1[C:5]2[CH:6]=[CH:7][CH:8]=[CH:9][C:4]=2[N:3]=[C:2]1[CH2:10][N:11]([CH:16]1[C:25]2[N:24]=[CH:23][CH:22]=[CH:21][C:20]=2[CH2:19][CH2:18][CH2:17]1)[CH2:12][CH2:13][CH2:14][NH2:15].O.ON1C2C=CC=CC=2N=N1.Cl.CN(C)CCCN=C=NCC.[C:49](O)(=[O:56])[C:50]1[CH:55]=[CH:54][CH:53]=[CH:52][CH:51]=1. Product: [NH:1]1[C:5]2[CH:6]=[CH:7][CH:8]=[CH:9][C:4]=2[N:3]=[C:2]1[CH2:10][N:11]([CH:16]1[C:25]2[N:24]=[CH:23][CH:22]=[CH:21][C:20]=2[CH2:19][CH2:18][CH2:17]1)[CH2:12][CH2:13][CH2:14][NH:15][C:49](=[O:56])[C:50]1[CH:55]=[CH:54][CH:53]=[CH:52][CH:51]=1. The catalyst class is: 248. (7) Reactant: [C:1]([C:3]1[C:8](=O)[NH:7][CH:6]=[C:5]([C:10]([O:12][CH3:13])=[O:11])[CH:4]=1)#[N:2].P(Cl)(Cl)([Cl:16])=O.C([O-])(=O)C.[Na+]. Product: [Cl:16][C:8]1[N:7]=[CH:6][C:5]([C:10]([O:12][CH3:13])=[O:11])=[CH:4][C:3]=1[C:1]#[N:2]. The catalyst class is: 6.